Dataset: Forward reaction prediction with 1.9M reactions from USPTO patents (1976-2016). Task: Predict the product of the given reaction. (1) Given the reactants [Br:1][C:2]1[N:7]=[C:6]([NH:8][C:9]2[S:10][C:11](Br)=[CH:12][N:13]=2)[CH:5]=[CH:4][CH:3]=1.[C:15]([C:18]1[CH:19]=[C:20]([SH:25])[CH:21]=[CH:22][C:23]=1[CH3:24])([OH:17])=[O:16].C[O-].[Na+], predict the reaction product. The product is: [Br:1][C:2]1[N:7]=[C:6]([NH:8][C:9]2[S:10][C:11]([S:25][C:20]3[CH:21]=[CH:22][C:23]([CH3:24])=[C:18]([CH:19]=3)[C:15]([OH:17])=[O:16])=[CH:12][N:13]=2)[CH:5]=[CH:4][CH:3]=1. (2) Given the reactants [C:1]([NH2:4])(=[S:3])[CH3:2].Br[CH2:6][C:7]([C:9]1[CH:14]=[CH:13][C:12]([O:15][CH3:16])=[CH:11][CH:10]=1)=O, predict the reaction product. The product is: [CH3:16][O:15][C:12]1[CH:13]=[CH:14][C:9]([C:7]2[N:4]=[C:1]([CH3:2])[S:3][CH:6]=2)=[CH:10][CH:11]=1. (3) Given the reactants [CH2:1]([N:8]1[C:13](=[O:14])[C:12]2[C:15]([CH3:20])=[C:16]([O:18][CH3:19])[S:17][C:11]=2[NH:10][C:9]1=[O:21])[C:2]1[CH:7]=[CH:6][CH:5]=[CH:4][CH:3]=1.Br[CH2:23][C:24]1[CH:29]=[CH:28][C:27]([C:30]2[CH:35]=[CH:34][CH:33]=[CH:32][C:31]=2[C:36]2[N:40]=[C:39](C(Cl)(Cl)Cl)[O:38][N:37]=2)=[CH:26][CH:25]=1.C(=O)([O-])[O-:46].[K+].[K+].CN(C)C=O, predict the reaction product. The product is: [CH2:1]([N:8]1[C:13](=[O:14])[C:12]2[C:15]([CH3:20])=[C:16]([O:18][CH3:19])[S:17][C:11]=2[N:10]([CH2:23][C:24]2[CH:29]=[CH:28][C:27]([C:30]3[CH:35]=[CH:34][CH:33]=[CH:32][C:31]=3[C:36]3[NH:40][C:39](=[O:46])[O:38][N:37]=3)=[CH:26][CH:25]=2)[C:9]1=[O:21])[C:2]1[CH:3]=[CH:4][CH:5]=[CH:6][CH:7]=1. (4) Given the reactants C[Al](C)C.[NH2:5][C:6]1[CH:15]=[CH:14][C:13]2[C:8](=[CH:9][CH:10]=[CH:11][CH:12]=2)[N:7]=1.[Cl:16][C:17]1[CH:22]=[CH:21][CH:20]=[C:19]([Cl:23])[C:18]=1[C:24]1[NH:25][C:26]2[C:31]([CH:32]=1)=[CH:30][CH:29]=[C:28]([C:33](OC)=[O:34])[CH:27]=2, predict the reaction product. The product is: [N:7]1[C:8]2[C:13](=[CH:12][CH:11]=[CH:10][CH:9]=2)[CH:14]=[CH:15][C:6]=1[NH:5][C:33]([C:28]1[CH:27]=[C:26]2[C:31]([CH:32]=[C:24]([C:18]3[C:19]([Cl:23])=[CH:20][CH:21]=[CH:22][C:17]=3[Cl:16])[NH:25]2)=[CH:30][CH:29]=1)=[O:34]. (5) Given the reactants C([O:4][CH2:5][C@@H:6]([N:12]([CH3:35])[C:13]([C:15]1[CH:16]=[C:17]2[C:25](=[CH:26][CH:27]=1)[N:24]([CH3:28])[C:23]1[CH2:22][CH2:21][C@@H:20]([CH:29]3[CH2:34][CH2:33][O:32][CH2:31][CH2:30]3)[CH2:19][C:18]2=1)=[O:14])[CH2:7][CH2:8][C:9]([OH:11])=O)(=O)C.Cl.[O:37]1[CH2:40][CH:39]([NH2:41])[CH2:38]1.F[P-](F)(F)(F)(F)F.N1(OC(N(C)C)=[N+](C)C)C2N=CC=CC=2N=N1.C[O-].[Na+], predict the reaction product. The product is: [OH:4][CH2:5][C@@H:6]([N:12]([CH3:35])[C:13]([C:15]1[CH:16]=[C:17]2[C:25](=[CH:26][CH:27]=1)[N:24]([CH3:28])[C:23]1[CH2:22][CH2:21][C@@H:20]([CH:29]3[CH2:34][CH2:33][O:32][CH2:31][CH2:30]3)[CH2:19][C:18]2=1)=[O:14])[CH2:7][CH2:8][C:9]([NH:41][CH:39]1[CH2:40][O:37][CH2:38]1)=[O:11]. (6) Given the reactants [CH2:1]([O:8][C:9]1[CH:10]=[C:11]([S:22][CH2:23][CH2:24][C:25](OC)=O)[CH:12]=[N:13][C:14]=1[NH:15][C:16]1[S:17][CH:18]=[C:19]([CH3:21])[N:20]=1)[C:2]1[CH:7]=[CH:6][CH:5]=[CH:4][CH:3]=1.CC([O-])(C)C.[K+].BrC[C:37]1[CH:42]=[CH:41]C=C[C:38]=1[Cl:43].[NH4+].[Cl-].Cl, predict the reaction product. The product is: [ClH:43].[Cl:43][C:38]1[CH:37]=[CH:42][CH:41]=[CH:25][C:24]=1[CH2:23][S:22][C:11]1[CH:10]=[C:9]([O:8][CH2:1][C:2]2[CH:7]=[CH:6][CH:5]=[CH:4][CH:3]=2)[C:14]([NH:15][C:16]2[S:17][CH:18]=[C:19]([CH3:21])[N:20]=2)=[N:13][CH:12]=1. (7) Given the reactants O=C1CCC(=O)N1[O:8][C:9](=O)[CH2:10][C:11]#[N:12].[CH3:14][O:15][C:16]1[C:21]([C:22]2[N:26]3[N:27]=[C:28]([NH:31][C@@H:32]4[CH2:37][CH2:36][CH2:35][NH:34][CH2:33]4)[CH:29]=[CH:30][C:25]3=[N:24][CH:23]=2)=[CH:20][CH:19]=[CH:18][N:17]=1, predict the reaction product. The product is: [CH3:14][O:15][C:16]1[C:21]([C:22]2[N:26]3[N:27]=[C:28]([NH:31][C@@H:32]4[CH2:37][CH2:36][CH2:35][N:34]([C:9](=[O:8])[CH2:10][C:11]#[N:12])[CH2:33]4)[CH:29]=[CH:30][C:25]3=[N:24][CH:23]=2)=[CH:20][CH:19]=[CH:18][N:17]=1.